Predict which catalyst facilitates the given reaction. From a dataset of Catalyst prediction with 721,799 reactions and 888 catalyst types from USPTO. (1) Reactant: [CH3:1][N:2]([CH:4]=[C:5]([C:8](=O)[CH2:9][CH3:10])[C:6]#[N:7])C.Cl.C(N)=[NH:14].C(N(CC)CC)C. Product: [CH2:9]([C:8]1[C:5]([C:6]#[N:7])=[CH:4][N:2]=[CH:1][N:14]=1)[CH3:10]. The catalyst class is: 8. (2) Reactant: O.[C:2]1([CH3:12])[CH:7]=CC(S(O)(=O)=O)=C[CH:3]=1.[CH3:13][O:14][C:15]1[CH:16]=[C:17]([CH:30]=[CH:31][C:32]=1[O:33][CH3:34])[C:18]([C:20]1[NH:24][N:23]=[N:22][C:21]=1[C:25]([O:27][CH2:28][CH3:29])=[O:26])=[O:19].C(N1C=CN=C1)(N1C=CN=C1)=O.FC(F)(F)[C:49]([OH:51])=[O:50].[CH:54]([OH:57])([CH3:56])[CH3:55]. Product: [CH3:13][O:14][C:15]1[CH:16]=[C:17]([CH:30]=[CH:31][C:32]=1[O:33][CH3:34])[C:18]([C:20]1[C:21]([C:25]([O:27][CH2:28][CH3:29])=[O:26])=[N:22][N:23]([CH:7]([O:51][C:49]([O:57][CH:54]([CH3:56])[CH3:55])=[O:50])[CH:2]([CH3:3])[CH3:12])[N:24]=1)=[O:19]. The catalyst class is: 2.